Dataset: Catalyst prediction with 721,799 reactions and 888 catalyst types from USPTO. Task: Predict which catalyst facilitates the given reaction. (1) Reactant: [OH:1][C:2]1[CH:11]=[CH:10][C:5]2[CH2:6][O:7][B:8]([OH:9])[C:4]=2[CH:3]=1.[H-].[Na+].Br[CH2:15][CH:16]=[CH2:17].Cl. Product: [CH2:17]([O:1][C:2]1[CH:11]=[CH:10][C:5]2[CH2:6][O:7][B:8]([OH:9])[C:4]=2[CH:3]=1)[CH:16]=[CH2:15]. The catalyst class is: 3. (2) Reactant: [C:1]([C:5]([C:8]([O:11][C:12]([C:18]([O:21][C:22]([C:28](OC)=[O:29])([C:24]([F:27])([F:26])[F:25])[F:23])([F:20])[F:19])([C:14]([F:17])([F:16])[F:15])[F:13])([F:10])[F:9])([F:7])[F:6])([F:4])([F:3])[F:2].[BH4-].[Na+]. Product: [C:1]([C:5]([C:8]([O:11][C:12]([C:18]([O:21][C:22]([CH2:28][OH:29])([C:24]([F:25])([F:26])[F:27])[F:23])([F:20])[F:19])([C:14]([F:17])([F:16])[F:15])[F:13])([F:10])[F:9])([F:7])[F:6])([F:4])([F:3])[F:2]. The catalyst class is: 41.